Dataset: Reaction yield outcomes from USPTO patents with 853,638 reactions. Task: Predict the reaction yield, written as a fraction of the theoretical maximum amount of product (1.0 means a 100% yield; for example, 0.34 means a 34% yield). (1) The reactants are [C:1]([N:4]1[CH2:9][CH2:8][NH:7][CH2:6][CH2:5]1)(=[O:3])[CH3:2].Br[CH:11]=[CH:12][CH2:13][Cl:14].C(=O)([O-])[O-:16].[K+].[K+]. The catalyst is C(#N)C. The product is [C:1]([N:4]1[CH2:9][CH2:8][N:7]([O:16][CH2:11][CH2:12][CH2:13][Cl:14])[CH2:6][CH2:5]1)(=[O:3])[CH3:2]. The yield is 0.410. (2) The yield is 0.440. The product is [C:1]([C:5]1[CH:10]=[CH:9][C:8]([C:11]2[N:15]([CH2:16][CH3:17])[N:14]=[C:13]([C:18](=[N:20][NH:21][C:22]([C:24]3[CH:33]=[CH:32][C:27]([C:28]([OH:30])=[O:29])=[CH:26][CH:25]=3)=[O:23])[CH3:19])[C:12]=2[OH:34])=[CH:7][CH:6]=1)([CH3:2])([CH3:3])[CH3:4]. The catalyst is O. The reactants are [C:1]([C:5]1[CH:10]=[CH:9][C:8]([C:11]2[N:15]([CH2:16][CH3:17])[N:14]=[C:13]([C:18](=[N:20][NH:21][C:22]([C:24]3[CH:33]=[CH:32][C:27]([C:28]([O:30]C)=[O:29])=[CH:26][CH:25]=3)=[O:23])[CH3:19])[C:12]=2[OH:34])=[CH:7][CH:6]=1)([CH3:4])([CH3:3])[CH3:2].CO.[OH-].[Na+].Cl. (3) The reactants are [OH:1][C@H:2]1[CH2:7][CH2:6][C@H:5]([N:8]2[C:13](=[O:14])[C:12]([CH2:15][C:16]3[CH:21]=[CH:20][C:19]([C:22]4[C:23]([C:28]#[N:29])=[CH:24][CH:25]=[CH:26][CH:27]=4)=[CH:18][CH:17]=3)=[C:11]([CH2:30][CH2:31][CH3:32])[N:10]3[N:33]=[CH:34][N:35]=[C:9]23)[CH2:4][CH2:3]1.[CH3:36][O:37][C:38]1[CH:43]=[CH:42][C:41](O)=[CH:40][CH:39]=1.C1(P(C2C=CC=CC=2)C2C=CC=CC=2)C=CC=CC=1.[N:65]([C:66]([O:68]C(C)C)=[O:67])=[N:65][C:66]([O:68]C(C)C)=[O:67].Cl.[Cl-].O[NH3+].C(=O)([O-])O.[Na+]. The catalyst is O1CCCC1.O.C(OCC)(=O)C.CS(C)=O. The product is [CH3:36][O:37][C:38]1[CH:43]=[CH:42][C:41]([O:1][C@@H:2]2[CH2:7][CH2:6][C@H:5]([N:8]3[C:13](=[O:14])[C:12]([CH2:15][C:16]4[CH:21]=[CH:20][C:19]([C:22]5[CH:27]=[CH:26][CH:25]=[CH:24][C:23]=5[C:28]5[NH:65][C:66](=[O:67])[O:68][N:29]=5)=[CH:18][CH:17]=4)=[C:11]([CH2:30][CH2:31][CH3:32])[N:10]4[N:33]=[CH:34][N:35]=[C:9]34)[CH2:4][CH2:3]2)=[CH:40][CH:39]=1. The yield is 0.390. (4) The reactants are [C:1]([NH2:5])([CH3:4])([CH3:3])[CH3:2].[Cl:6][CH2:7][CH2:8][CH2:9][S:10](Cl)(=[O:12])=[O:11]. The catalyst is C1COCC1. The product is [C:1]([NH:5][S:10]([CH2:9][CH2:8][CH2:7][Cl:6])(=[O:12])=[O:11])([CH3:4])([CH3:3])[CH3:2]. The yield is 0.990. (5) The catalyst is CO. The yield is 0.440. The reactants are [Br:1][C:2]1[CH:3]=[CH:4][C:5]2[C:9]([CH:10]=1)=[N:8][N:7]([C:11]1[CH:16]=[CH:15][C:14]([C:17]([F:20])([F:19])[F:18])=[CH:13][CH:12]=1)[C:6]=2Cl.[OH-:22].[K+]. The product is [Br:1][C:2]1[CH:10]=[C:9]2[C:5]([C:6](=[O:22])[N:7]([C:11]3[CH:16]=[CH:15][C:14]([C:17]([F:20])([F:19])[F:18])=[CH:13][CH:12]=3)[NH:8]2)=[CH:4][CH:3]=1. (6) The reactants are [CH3:1][N:2](C(OC(C)(C)C)=O)[NH:3][C:4](=[O:31])[C:5]1[CH:10]=[CH:9][C:8](/[CH:11]=[CH:12]/[CH:13]([C:18]2[CH:23]=[C:22]([Cl:24])[C:21]([Cl:25])=[C:20]([Cl:26])[CH:19]=2)[C:14]([F:17])([F:16])[F:15])=[CH:7][C:6]=1[C:27]([F:30])([F:29])[F:28].Cl. The catalyst is O1CCOCC1. The product is [ClH:24].[CH3:1][NH:2][NH:3][C:4](=[O:31])[C:5]1[CH:10]=[CH:9][C:8](/[CH:11]=[CH:12]/[CH:13]([C:18]2[CH:19]=[C:20]([Cl:26])[C:21]([Cl:25])=[C:22]([Cl:24])[CH:23]=2)[C:14]([F:15])([F:16])[F:17])=[CH:7][C:6]=1[C:27]([F:29])([F:28])[F:30]. The yield is 0.890. (7) The reactants are [CH2:1]([N:3]1[C:11]2[C:6](=[CH:7][CH:8]=[C:9]([O:12][CH3:13])[CH:10]=2)[C:5]([C:14]#[N:15])=[CH:4]1)[CH3:2].Cl.C(N(CC)CC)C.[N-:24]=[N+:25]=[N-:26].[Na+]. The catalyst is C1(C)C=CC=CC=1.C([O-])(O)=O.[Na+]. The product is [CH2:1]([N:3]1[C:11]2[C:6](=[CH:7][CH:8]=[C:9]([O:12][CH3:13])[CH:10]=2)[C:5]([C:14]2[NH:26][N:25]=[N:24][N:15]=2)=[CH:4]1)[CH3:2]. The yield is 0.450. (8) The reactants are I[C:2]1[CH:3]=[CH:4][C:5]2[N:6]([CH:8]=[C:9]([NH:11][C:12]([CH:14]3[CH2:16][CH2:15]3)=[O:13])[N:10]=2)[N:7]=1.[CH3:17][N:18]1[C:22]2[CH:23]=[CH:24][C:25]([OH:27])=[CH:26][C:21]=2[N:20]=[C:19]1[CH3:28].C(=O)([O-])[O-].[K+].[K+]. The catalyst is CN(C)C=O. The product is [CH3:17][N:18]1[C:22]2[CH:23]=[CH:24][C:25]([O:27][C:2]3[CH:3]=[CH:4][C:5]4[N:6]([CH:8]=[C:9]([NH:11][C:12]([CH:14]5[CH2:16][CH2:15]5)=[O:13])[N:10]=4)[N:7]=3)=[CH:26][C:21]=2[N:20]=[C:19]1[CH3:28]. The yield is 0.280. (9) The reactants are CI.[O:3]=[C:4]1[N:8]([C@@H:9]([C:11]2[CH:16]=[CH:15][CH:14]=[CH:13][CH:12]=2)[CH3:10])[CH2:7][CH:6]([C:17]([O:19][C:20]([CH3:23])([CH3:22])[CH3:21])=[O:18])[CH2:5]1.[H-].[Na+].[C:26](O)(=O)CC(CC(O)=O)(C(O)=O)O. The catalyst is CN(C)C=O. The product is [CH3:26][C@:6]1([C:17]([O:19][C:20]([CH3:22])([CH3:21])[CH3:23])=[O:18])[CH2:5][C:4](=[O:3])[N:8]([C@@H:9]([C:11]2[CH:12]=[CH:13][CH:14]=[CH:15][CH:16]=2)[CH3:10])[CH2:7]1. The yield is 0.360.